Predict the reaction yield, written as a fraction of the theoretical maximum amount of product (1.0 means a 100% yield; for example, 0.34 means a 34% yield). From a dataset of Reaction yield outcomes from USPTO patents with 853,638 reactions. (1) The reactants are [Cl:1][C:2]1[CH:7]=[C:6]([I:8])[CH:5]=[CH:4][C:3]=1[NH:9][C:10]1[C:18]([F:19])=[C:17]([F:20])[CH:16]=[CH:15][C:11]=1[C:12]([OH:14])=[O:13].N1C=CC=CC=1.FC(F)(F)C(O[C:32]1[C:37]([F:38])=[C:36]([F:39])[C:35]([F:40])=[C:34]([F:41])[C:33]=1[F:42])=O. The catalyst is CN(C)C=O.C(OCC)(=O)C. The product is [F:38][C:37]1[C:32]([O:13][C:12](=[O:14])[C:11]2[CH:15]=[CH:16][C:17]([F:20])=[C:18]([F:19])[C:10]=2[NH:9][C:3]2[CH:4]=[CH:5][C:6]([I:8])=[CH:7][C:2]=2[Cl:1])=[C:33]([F:42])[C:34]([F:41])=[C:35]([F:40])[C:36]=1[F:39]. The yield is 0.910. (2) The reactants are C(O[C:6]([N:8]1[CH2:13][CH2:12][N:11](C2C(=O)N(CC(C)C)N=C(C3C=CC(C)=C(F)C=3)C=2C)[CH2:10][CH2:9]1)=O)(C)(C)C.[CH:34]1([CH2:37][N:38]2[C:43](=[O:44])[C:42]([CH2:45]OS(C)(=O)=O)=[CH:41][C:40]([C:51]3[CH:56]=[CH:55][C:54]([S:57][CH3:58])=[CH:53][CH:52]=3)=[N:39]2)[CH2:36][CH2:35]1.CN1CCNCC1. No catalyst specified. The product is [CH:34]1([CH2:37][N:38]2[C:43](=[O:44])[C:42]([CH2:45][N:11]3[CH2:12][CH2:13][N:8]([CH3:6])[CH2:9][CH2:10]3)=[CH:41][C:40]([C:51]3[CH:56]=[CH:55][C:54]([S:57][CH3:58])=[CH:53][CH:52]=3)=[N:39]2)[CH2:35][CH2:36]1. The yield is 0.857. (3) The product is [O:1]1[CH2:6][CH2:5][N:4]([C:7]2[O:8][C:9]3[C:14]([C:15](=[S:33])[CH:16]=2)=[CH:13][CH:12]=[CH:11][C:10]=3[C:18]2[CH:23]=[CH:22][CH:21]=[CH:20][CH:19]=2)[CH2:3][CH2:2]1. The yield is 0.810. The reactants are [O:1]1[CH2:6][CH2:5][N:4]([C:7]2[O:8][C:9]3[C:14]([C:15](=O)[CH:16]=2)=[CH:13][CH:12]=[CH:11][C:10]=3[C:18]2[CH:23]=[CH:22][CH:21]=[CH:20][CH:19]=2)[CH2:3][CH2:2]1.COC1C=CC(P2(SP(C3C=CC(OC)=CC=3)(=S)S2)=[S:33])=CC=1.C1(C)C=CC=CC=1. The catalyst is C(OCC)(=O)C. (4) The reactants are [C:1]([O:5][C:6]([N:8]1[CH2:13][CH2:12][CH:11]([O:14][C:15]2[CH:20]=[CH:19][CH:18]=[C:17]([N+:21]([O-])=O)[CH:16]=2)[CH2:10][CH2:9]1)=[O:7])([CH3:4])([CH3:3])[CH3:2]. The catalyst is C(O)C.[Pd]. The product is [C:1]([O:5][C:6]([N:8]1[CH2:13][CH2:12][CH:11]([O:14][C:15]2[CH:20]=[CH:19][CH:18]=[C:17]([NH2:21])[CH:16]=2)[CH2:10][CH2:9]1)=[O:7])([CH3:4])([CH3:2])[CH3:3]. The yield is 0.900. (5) The reactants are [CH3:1][C:2]1[O:6][N:5]=[C:4]([C:7]2[CH:12]=[CH:11][CH:10]=[CH:9][CH:8]=2)[C:3]=1[CH2:13][O:14][C:15]1[CH:23]=[CH:22][C:18]([C:19]([OH:21])=[O:20])=[CH:17][N:16]=1.[CH3:24][CH:25](O)[CH3:26]. The catalyst is CN(C)C1C=CN=CC=1.ClCCl. The product is [CH:25]([O:20][C:19](=[O:21])[C:18]1[CH:22]=[CH:23][C:15]([O:14][CH2:13][C:3]2[C:4]([C:7]3[CH:8]=[CH:9][CH:10]=[CH:11][CH:12]=3)=[N:5][O:6][C:2]=2[CH3:1])=[N:16][CH:17]=1)([CH3:26])[CH3:24]. The yield is 0.770. (6) The reactants are C(Cl)(=O)C(Cl)=O.[C:7]([O:14][CH3:15])(=[O:13])/[CH:8]=[CH:9]/[C:10]([O-:12])=O.[C:16]([O:24][NH:25][CH2:26][CH2:27][CH2:28][CH2:29][NH:30][C:31](=[O:37])[O:32][C:33]([CH3:36])([CH3:35])[CH3:34])(=[O:23])[C:17]1[CH:22]=[CH:21][CH:20]=[CH:19][CH:18]=1.C(N(CC)CC)C.[NH4+].[Cl-]. The catalyst is C(Cl)Cl.CN(C1C=CN=CC=1)C.CN(C=O)C. The product is [C:16]([O:24][N:25]([CH2:26][CH2:27][CH2:28][CH2:29][NH:30][C:31]([O:32][C:33]([CH3:36])([CH3:35])[CH3:34])=[O:37])[C:10](=[O:12])/[CH:9]=[CH:8]/[C:7]([O:14][CH3:15])=[O:13])(=[O:23])[C:17]1[CH:18]=[CH:19][CH:20]=[CH:21][CH:22]=1. The yield is 0.720.